Dataset: Aqueous solubility values for 9,982 compounds from the AqSolDB database. Task: Regression/Classification. Given a drug SMILES string, predict its absorption, distribution, metabolism, or excretion properties. Task type varies by dataset: regression for continuous measurements (e.g., permeability, clearance, half-life) or binary classification for categorical outcomes (e.g., BBB penetration, CYP inhibition). For this dataset (solubility_aqsoldb), we predict Y. (1) The Y is -6.28 log mol/L. The molecule is O=[Co]O. (2) The compound is C/C=C(/C)C(=O)O[C@H]1CC[C@@]2(C)[C@@H]3CC[C@@H]4[C@@]2(C[C@@]2(O)[C@@H]5CN6C[C@@H](C)CC[C@H]6[C@@](C)(O)[C@@]5(O)[C@@H](O)C[C@@]42O)O[C@]13O. The Y is -3.02 log mol/L. (3) The drug is OCCN(CCO)c1ccccc1. The Y is -0.583 log mol/L. (4) The molecule is CCCN(CCC)c1c([N+](=O)[O-])cc(C(F)(F)F)cc1[N+](=O)[O-]. The Y is -6.05 log mol/L. (5) The drug is O=[N+]([O-])c1ccc(/C=N/O)o1. The Y is -2.19 log mol/L. (6) The compound is Nc1cccc(O)c1. The Y is -0.623 log mol/L. (7) The compound is CC(=O)CCC(C)C. The Y is -1.33 log mol/L.